This data is from Full USPTO retrosynthesis dataset with 1.9M reactions from patents (1976-2016). The task is: Predict the reactants needed to synthesize the given product. (1) Given the product [CH3:31][C:26]1[C:25]([C:7]2[C:6]([C:4]([OH:5])=[O:3])=[CH:10][N:9]([CH2:11][C:12]3[CH:13]=[CH:14][C:15]([CH2:18][N:19]4[CH:23]=[C:22]([CH3:24])[CH:21]=[N:20]4)=[CH:16][CH:17]=3)[N:8]=2)=[C:29]([CH3:30])[O:28][N:27]=1, predict the reactants needed to synthesize it. The reactants are: C([O:3][C:4]([C:6]1[C:7]([C:25]2[C:26]([CH3:31])=[N:27][O:28][C:29]=2[CH3:30])=[N:8][N:9]([CH2:11][C:12]2[CH:17]=[CH:16][C:15]([CH2:18][N:19]3[CH:23]=[C:22]([CH3:24])[CH:21]=[N:20]3)=[CH:14][CH:13]=2)[CH:10]=1)=[O:5])C.[OH-].[Li+]. (2) The reactants are: [C:1]([O:5][C:6](=[O:20])[CH2:7][O:8][C:9]1[C:18]2[CH2:17][CH2:16][CH2:15][CH:14]([NH2:19])[C:13]=2[CH:12]=[CH:11][CH:10]=1)([CH3:4])([CH3:3])[CH3:2].C(N(C(C)C)CC)(C)C.[Br:30][C:31]1[CH:32]=[C:33]([S:38](Cl)(=[O:40])=[O:39])[CH:34]=[N:35][C:36]=1[Cl:37]. Given the product [C:1]([O:5][C:6](=[O:20])[CH2:7][O:8][C:9]1[C:18]2[CH2:17][CH2:16][CH2:15][CH:14]([NH:19][S:38]([C:33]3[CH:34]=[N:35][C:36]([Cl:37])=[C:31]([Br:30])[CH:32]=3)(=[O:40])=[O:39])[C:13]=2[CH:12]=[CH:11][CH:10]=1)([CH3:4])([CH3:2])[CH3:3], predict the reactants needed to synthesize it. (3) Given the product [CH2:14]([O:13][C:11](=[O:12])[CH:10]([C:7]1[CH:6]=[CH:5][C:4]([N+:1]([O-:3])=[O:2])=[CH:9][CH:8]=1)[C:19]1[CH:24]=[CH:23][N:22]=[C:21]([C:25]([F:28])([F:27])[F:26])[CH:20]=1)[CH3:15], predict the reactants needed to synthesize it. The reactants are: [N+:1]([C:4]1[CH:9]=[CH:8][C:7]([CH2:10][C:11]([O:13][CH2:14][CH3:15])=[O:12])=[CH:6][CH:5]=1)([O-:3])=[O:2].[H-].[Na+].F[C:19]1[CH:24]=[CH:23][N:22]=[C:21]([C:25]([F:28])([F:27])[F:26])[CH:20]=1. (4) Given the product [Cl:1][C:2]1[C:7]([S:8]([CH3:11])(=[O:9])=[O:10])=[CH:6][C:5]([C:12]2[N:13]([C:33]([N:35]3[CH2:40][CH2:39][N:38]([CH2:41][CH2:42][CH2:43][S:44]([CH3:47])(=[O:46])=[O:45])[CH2:37][CH2:36]3)=[O:34])[C@@:14]([C:26]3[CH:31]=[CH:30][C:29]([Cl:32])=[CH:28][CH:27]=3)([CH3:25])[C@@:15]([C:18]3[CH:19]=[CH:20][C:21]([Cl:24])=[CH:22][CH:23]=3)([CH3:17])[N:16]=2)=[C:4]([O:48][CH2:50][CH:51]2[CH2:53][CH2:52]2)[CH:3]=1, predict the reactants needed to synthesize it. The reactants are: [Cl:1][C:2]1[C:7]([S:8]([CH3:11])(=[O:10])=[O:9])=[CH:6][C:5]([C:12]2[N:13]([C:33]([N:35]3[CH2:40][CH2:39][N:38]([CH2:41][CH2:42][CH2:43][S:44]([CH3:47])(=[O:46])=[O:45])[CH2:37][CH2:36]3)=[O:34])[C@@:14]([C:26]3[CH:31]=[CH:30][C:29]([Cl:32])=[CH:28][CH:27]=3)([CH3:25])[C@@:15]([C:18]3[CH:23]=[CH:22][C:21]([Cl:24])=[CH:20][CH:19]=3)([CH3:17])[N:16]=2)=[C:4]([OH:48])[CH:3]=1.Br[CH2:50][CH:51]1[CH2:53][CH2:52]1. (5) Given the product [NH2:24][C:4]1[C:3]([F:2])=[C:20]([F:21])[C:7]2[N:8]([C:12]3[CH:17]=[CH:16][C:15]([I:18])=[CH:14][C:13]=3[F:19])[C:9](=[O:11])[NH:10][C:6]=2[C:5]=1[O:22][CH3:23], predict the reactants needed to synthesize it. The reactants are: Cl.[F:2][C:3]1[C:4]([N+:24]([O-])=O)=[C:5]([O:22][CH3:23])[C:6]2[NH:10][C:9](=[O:11])[N:8]([C:12]3[CH:17]=[CH:16][C:15]([I:18])=[CH:14][C:13]=3[F:19])[C:7]=2[C:20]=1[F:21].C(OCC)(=O)C. (6) Given the product [C:1]([O:9][CH2:10][C@@H:11]1[C@@H:15]([O:16][C:17](=[O:24])[C:18]2[CH:23]=[CH:22][CH:21]=[CH:20][CH:19]=2)[C@H:14]([F:25])[C@H:13]([N:26]2[CH:34]=[N:33][C:32]3[C:27]2=[N:28][CH:29]=[N:30][C:31]=3[NH2:35])[C:12]1=[CH2:36])(=[O:8])[C:2]1[CH:3]=[CH:4][CH:5]=[CH:6][CH:7]=1, predict the reactants needed to synthesize it. The reactants are: [C:1]([O:9][CH2:10][C@@H:11]1[C@@H:15]([O:16][C:17](=[O:24])[C:18]2[CH:23]=[CH:22][CH:21]=[CH:20][CH:19]=2)[C@H:14]([F:25])[C@H:13]([N:26]2[CH:34]=[N:33][C:32]3[C:27]2=[N:28][CH:29]=[N:30][C:31]=3[NH2:35])[C:12]1(O)[CH2:36]O)(=[O:8])[C:2]1[CH:7]=[CH:6][CH:5]=[CH:4][CH:3]=1.C([O-])(O)=O.[Na+].